Dataset: NCI-60 drug combinations with 297,098 pairs across 59 cell lines. Task: Regression. Given two drug SMILES strings and cell line genomic features, predict the synergy score measuring deviation from expected non-interaction effect. (1) Drug 2: CC1=C(N=C(N=C1N)C(CC(=O)N)NCC(C(=O)N)N)C(=O)NC(C(C2=CN=CN2)OC3C(C(C(C(O3)CO)O)O)OC4C(C(C(C(O4)CO)O)OC(=O)N)O)C(=O)NC(C)C(C(C)C(=O)NC(C(C)O)C(=O)NCCC5=NC(=CS5)C6=NC(=CS6)C(=O)NCCC[S+](C)C)O. Drug 1: C1CCC(C1)C(CC#N)N2C=C(C=N2)C3=C4C=CNC4=NC=N3. Cell line: HS 578T. Synergy scores: CSS=-2.31, Synergy_ZIP=-4.84, Synergy_Bliss=-10.3, Synergy_Loewe=-30.8, Synergy_HSA=-15.6. (2) Drug 1: CCC1=CC2CC(C3=C(CN(C2)C1)C4=CC=CC=C4N3)(C5=C(C=C6C(=C5)C78CCN9C7C(C=CC9)(C(C(C8N6C)(C(=O)OC)O)OC(=O)C)CC)OC)C(=O)OC.C(C(C(=O)O)O)(C(=O)O)O. Drug 2: CC1OCC2C(O1)C(C(C(O2)OC3C4COC(=O)C4C(C5=CC6=C(C=C35)OCO6)C7=CC(=C(C(=C7)OC)O)OC)O)O. Cell line: SN12C. Synergy scores: CSS=54.4, Synergy_ZIP=-3.98, Synergy_Bliss=-0.937, Synergy_Loewe=-0.651, Synergy_HSA=3.96. (3) Cell line: HCT-15. Drug 1: CCC1=CC2CC(C3=C(CN(C2)C1)C4=CC=CC=C4N3)(C5=C(C=C6C(=C5)C78CCN9C7C(C=CC9)(C(C(C8N6C)(C(=O)OC)O)OC(=O)C)CC)OC)C(=O)OC.C(C(C(=O)O)O)(C(=O)O)O. Synergy scores: CSS=18.4, Synergy_ZIP=3.01, Synergy_Bliss=7.69, Synergy_Loewe=-12.2, Synergy_HSA=5.48. Drug 2: CCCS(=O)(=O)NC1=C(C(=C(C=C1)F)C(=O)C2=CNC3=C2C=C(C=N3)C4=CC=C(C=C4)Cl)F. (4) Drug 1: CC1=C(C=C(C=C1)NC2=NC=CC(=N2)N(C)C3=CC4=NN(C(=C4C=C3)C)C)S(=O)(=O)N.Cl. Drug 2: CC1=C(C=C(C=C1)NC(=O)C2=CC=C(C=C2)CN3CCN(CC3)C)NC4=NC=CC(=N4)C5=CN=CC=C5. Cell line: M14. Synergy scores: CSS=-5.83, Synergy_ZIP=9.28, Synergy_Bliss=1.32, Synergy_Loewe=-1.81, Synergy_HSA=-3.93. (5) Drug 2: CN(C(=O)NC(C=O)C(C(C(CO)O)O)O)N=O. Drug 1: CNC(=O)C1=CC=CC=C1SC2=CC3=C(C=C2)C(=NN3)C=CC4=CC=CC=N4. Synergy scores: CSS=-3.37, Synergy_ZIP=-0.974, Synergy_Bliss=-6.02, Synergy_Loewe=-6.03, Synergy_HSA=-6.80. Cell line: NCIH23. (6) Drug 1: CC12CCC3C(C1CCC2=O)CC(=C)C4=CC(=O)C=CC34C. Drug 2: CC(C)CN1C=NC2=C1C3=CC=CC=C3N=C2N. Cell line: HOP-62. Synergy scores: CSS=32.4, Synergy_ZIP=0.887, Synergy_Bliss=2.12, Synergy_Loewe=0.123, Synergy_HSA=-0.233. (7) Drug 2: CC1C(C(CC(O1)OC2CC(CC3=C2C(=C4C(=C3O)C(=O)C5=CC=CC=C5C4=O)O)(C(=O)C)O)N)O. Cell line: NCI-H460. Drug 1: C1=C(C(=O)NC(=O)N1)F. Synergy scores: CSS=55.0, Synergy_ZIP=-9.50, Synergy_Bliss=-17.7, Synergy_Loewe=-13.2, Synergy_HSA=-12.5. (8) Drug 1: CC1CCC2CC(C(=CC=CC=CC(CC(C(=O)C(C(C(=CC(C(=O)CC(OC(=O)C3CCCCN3C(=O)C(=O)C1(O2)O)C(C)CC4CCC(C(C4)OC)OCCO)C)C)O)OC)C)C)C)OC. Drug 2: CC1C(C(CC(O1)OC2CC(CC3=C2C(=C4C(=C3O)C(=O)C5=C(C4=O)C(=CC=C5)OC)O)(C(=O)CO)O)N)O.Cl. Cell line: SK-MEL-2. Synergy scores: CSS=49.7, Synergy_ZIP=4.26, Synergy_Bliss=5.83, Synergy_Loewe=3.87, Synergy_HSA=4.96.